From a dataset of Full USPTO retrosynthesis dataset with 1.9M reactions from patents (1976-2016). Predict the reactants needed to synthesize the given product. (1) Given the product [CH:18]1([C:16]([NH:15][C:13]2[N:14]=[C:9]3[CH:8]=[CH:7][C:6]([O:5][C:4]4[CH:21]=[CH:22][C:23]([CH3:24])=[C:2]([NH:1][C:31]([C:27]5[CH:28]=[N:29][O:30][C:26]=5[CH3:25])=[O:32])[CH:3]=4)=[N:11][N:10]3[CH:12]=2)=[O:17])[CH2:20][CH2:19]1, predict the reactants needed to synthesize it. The reactants are: [NH2:1][C:2]1[CH:3]=[C:4]([CH:21]=[CH:22][C:23]=1[CH3:24])[O:5][C:6]1[CH:7]=[CH:8][C:9]2[N:10]([CH:12]=[C:13]([NH:15][C:16]([CH:18]3[CH2:20][CH2:19]3)=[O:17])[N:14]=2)[N:11]=1.[CH3:25][C:26]1[O:30][N:29]=[CH:28][C:27]=1[C:31](Cl)=[O:32]. (2) Given the product [F:1][C:2]1[CH:3]=[C:4]2[C:9](=[CH:10][CH:11]=1)[N:8]=[C:7]([NH:12][C@H:13]1[CH2:17][CH2:16][C@H:15]([NH:18][CH2:30][C:23]3[C:24]4[C:29](=[CH:28][CH:27]=[CH:26][CH:25]=4)[N:21]([CH3:20])[N:22]=3)[CH2:14]1)[CH:6]=[C:5]2[CH3:19], predict the reactants needed to synthesize it. The reactants are: [F:1][C:2]1[CH:3]=[C:4]2[C:9](=[CH:10][CH:11]=1)[N:8]=[C:7]([NH:12][C@H:13]1[CH2:17][CH2:16][C@H:15]([NH2:18])[CH2:14]1)[CH:6]=[C:5]2[CH3:19].[CH3:20][N:21]1[C:29]2[C:24](=[CH:25][CH:26]=[CH:27][CH:28]=2)[C:23]([CH:30]=O)=[N:22]1.CC(O)=O. (3) Given the product [F:17][C:18]1[CH:26]=[CH:25][C:21]([CH2:22][OH:24])=[CH:20][C:19]=1[O:27][CH2:8][O:9][CH3:10], predict the reactants needed to synthesize it. The reactants are: C(N(CC)CC)C.[CH3:8][O:9][CH2:10]Cl.O1CCCC1.[F:17][C:18]1[CH:26]=[CH:25][C:21]([C:22]([OH:24])=O)=[CH:20][C:19]=1[OH:27]. (4) Given the product [CH3:25][Si:24]([CH3:27])([CH3:26])[C:23]#[C:22][CH2:21][CH2:1][C:2]1[CH:11]=[CH:10][C:9]2[C:4](=[CH:5][CH:6]=[CH:7][CH:8]=2)[N:3]=1, predict the reactants needed to synthesize it. The reactants are: [CH3:1][C:2]1[CH:11]=[CH:10][C:9]2[C:4](=[CH:5][CH:6]=[CH:7][CH:8]=2)[N:3]=1.[Li+].CC([N-]C(C)C)C.Br[CH2:21][C:22]#[C:23][Si:24]([CH3:27])([CH3:26])[CH3:25]. (5) Given the product [CH3:1][N:2]([CH3:30])[CH:3]1[CH2:8][CH2:7][N:6]([C:9]2[N:14]3[CH:15]=[C:16]([CH2:18][N:19]([CH2:31][CH3:32])[C@@H:20]4[C:29]5[N:28]=[CH:27][CH:26]=[CH:25][C:24]=5[CH2:23][CH2:22][CH2:21]4)[N:17]=[C:13]3[CH:12]=[CH:11][CH:10]=2)[CH2:5][CH2:4]1, predict the reactants needed to synthesize it. The reactants are: [CH3:1][N:2]([CH3:30])[CH:3]1[CH2:8][CH2:7][N:6]([C:9]2[N:14]3[CH:15]=[C:16]([CH2:18][NH:19][C@@H:20]4[C:29]5[N:28]=[CH:27][CH:26]=[CH:25][C:24]=5[CH2:23][CH2:22][CH2:21]4)[N:17]=[C:13]3[CH:12]=[CH:11][CH:10]=2)[CH2:5][CH2:4]1.[CH:31](=O)[CH3:32]. (6) Given the product [N:1]1([CH2:6][C:7]2[CH:8]=[C:9]([CH:28]=[C:29]([Cl:31])[CH:30]=2)/[CH:10]=[CH:11]/[C:12]2[CH:17]=[CH:16][C:15]([N:18]3[CH2:19][CH2:20][N:21]([CH2:24][C:25]4[CH:27]=[C:36]([CH:35]=[CH:34][CH:26]=4)[C:37]#[N:38])[CH2:22][CH2:23]3)=[CH:14][CH:13]=2)[CH:5]=[CH:4][N:3]=[CH:2]1, predict the reactants needed to synthesize it. The reactants are: [N:1]1([CH2:6][C:7]2[CH:8]=[C:9]([CH:28]=[C:29]([Cl:31])[CH:30]=2)/[CH:10]=[CH:11]/[C:12]2[CH:17]=[CH:16][C:15]([N:18]3[CH2:23][CH2:22][N:21]([CH2:24][CH:25]4[CH2:27][CH2:26]4)[CH2:20][CH2:19]3)=[CH:14][CH:13]=2)[CH:5]=[CH:4][N:3]=[CH:2]1.BrC[C:34]1[CH:35]=[C:36](C=CC=1)[C:37]#[N:38].BrCC1CC1. (7) Given the product [CH3:11][C:10]1[C:5]2[C:4]([C:26]([O:28][CH2:29][CH3:30])=[O:27])=[CH:3][C:2]([NH:31][CH2:32][CH2:33][N:34]3[CH2:39][CH2:38][O:37][CH2:36][CH2:35]3)=[N:7][C:6]=2[N:8]([CH2:12][C:13]2[CH:18]=[CH:17][C:16]([O:19][C:20]3[CH:25]=[CH:24][CH:23]=[CH:22][CH:21]=3)=[CH:15][CH:14]=2)[N:9]=1, predict the reactants needed to synthesize it. The reactants are: Cl[C:2]1[CH:3]=[C:4]([C:26]([O:28][CH2:29][CH3:30])=[O:27])[C:5]2[C:10]([CH3:11])=[N:9][N:8]([CH2:12][C:13]3[CH:18]=[CH:17][C:16]([O:19][C:20]4[CH:25]=[CH:24][CH:23]=[CH:22][CH:21]=4)=[CH:15][CH:14]=3)[C:6]=2[N:7]=1.[NH2:31][CH2:32][CH2:33][N:34]1[CH2:39][CH2:38][O:37][CH2:36][CH2:35]1.CC(O)C.CN1C(=O)CCC1. (8) The reactants are: [C:1]([O:5][C:6](=[O:20])[NH:7][CH2:8][CH2:9][N:10]1[C:18]2[C:17](Cl)=[N:16][CH:15]=[N:14][C:13]=2[CH:12]=[CH:11]1)([CH3:4])([CH3:3])[CH3:2].[CH3:21][C:22]([CH3:41])([CH3:40])[CH2:23][O:24][C:25]1[CH:26]=[C:27]([CH:37]=[CH:38][CH:39]=1)[O:28][C:29]1[CH:35]=[CH:34][C:32]([NH2:33])=[CH:31][C:30]=1[CH3:36]. Given the product [C:1]([O:5][C:6](=[O:20])[NH:7][CH2:8][CH2:9][N:10]1[C:18]2[C:17]([NH:33][C:32]3[CH:34]=[CH:35][C:29]([O:28][C:27]4[CH:37]=[CH:38][CH:39]=[C:25]([O:24][CH2:23][C:22]([CH3:40])([CH3:21])[CH3:41])[CH:26]=4)=[C:30]([CH3:36])[CH:31]=3)=[N:16][CH:15]=[N:14][C:13]=2[CH:12]=[CH:11]1)([CH3:4])([CH3:3])[CH3:2], predict the reactants needed to synthesize it. (9) Given the product [NH2:8][C:9]1[CH:14]=[CH:13][C:12]([F:15])=[CH:11][C:10]=1[NH:16][C:17]([C:19]1[CH:20]=[N:21][C:22]2[C:27]([CH:28]=1)=[CH:26][CH:25]=[C:24]([N:29]1[CH2:34][CH2:33][NH:32][CH2:31][CH2:30]1)[CH:23]=2)=[O:18], predict the reactants needed to synthesize it. The reactants are: C(OC([NH:8][C:9]1[CH:14]=[CH:13][C:12]([F:15])=[CH:11][C:10]=1[NH:16][C:17]([C:19]1[CH:20]=[N:21][C:22]2[C:27]([CH:28]=1)=[CH:26][CH:25]=[C:24]([N:29]1[CH2:34][CH2:33][N:32](C(OC(C)(C)C)=O)[CH2:31][CH2:30]1)[CH:23]=2)=[O:18])=O)(C)(C)C.C(O)(C(F)(F)F)=O.